From a dataset of Retrosynthesis with 50K atom-mapped reactions and 10 reaction types from USPTO. Predict the reactants needed to synthesize the given product. (1) The reactants are: COc1ccc(C(=O)Nc2ccccc2)cc1N.Cc1ccccc1N=C=S. Given the product COc1ccc(C(=O)Nc2ccccc2)cc1NC(=S)Nc1ccccc1C, predict the reactants needed to synthesize it. (2) The reactants are: CCOC(=O)c1ccc(OC)c(C(=O)[O-])c1.Nc1ccc(Cl)cc1. Given the product CCOC(=O)c1ccc(OC)c(C(=O)Nc2ccc(Cl)cc2)c1, predict the reactants needed to synthesize it. (3) Given the product CCCCC(=C(c1ccc(O)cc1)c1ccc(O)cc1)c1ccc(/C=C/C(=O)OCC)cc1, predict the reactants needed to synthesize it. The reactants are: C=CC(=O)OCC.CCCCC(=C(c1ccc(O)cc1)c1ccc(O)cc1)c1ccc(Br)cc1. (4) Given the product COC(=O)c1ccc(-c2ccccc2)cc1NC(=O)c1cc(OCCN2CCN(CCCO)CC2)ccc1O, predict the reactants needed to synthesize it. The reactants are: COC(=O)c1ccc(-c2ccccc2)cc1NC(=O)c1cc(OCCN2CCN(CCCO)CC2)ccc1OCc1ccccc1. (5) Given the product O=C(N[C@@H](Cc1ccccc1)C(=O)O)c1cc(Cl)cc(Cl)c1O, predict the reactants needed to synthesize it. The reactants are: CC(=O)Oc1c(Cl)cc(Cl)cc1C(=O)N[C@@H](Cc1ccccc1)C(=O)O. (6) Given the product CN(NC(=O)c1cc2c(NC(=O)c3cccc(CN4CCOCC4)c3)n[nH]c2s1)c1ccccc1, predict the reactants needed to synthesize it. The reactants are: CN(NC(=O)c1cc2c(NC(=O)c3cccc(CN4CCOCC4)c3)nn(C(=O)OC(C)(C)C)c2s1)c1ccccc1.